This data is from Full USPTO retrosynthesis dataset with 1.9M reactions from patents (1976-2016). The task is: Predict the reactants needed to synthesize the given product. (1) Given the product [F:1][C:2]1[CH:9]=[C:8]([O:10][CH2:11][C:12]2[CH:17]=[CH:16][CH:15]=[C:14]([F:18])[CH:13]=2)[CH:7]=[CH:6][C:3]=1[C:4]([OH:22])=[O:19], predict the reactants needed to synthesize it. The reactants are: [F:1][C:2]1[CH:9]=[C:8]([O:10][CH2:11][C:12]2[CH:17]=[CH:16][CH:15]=[C:14]([F:18])[CH:13]=2)[CH:7]=[CH:6][C:3]=1[C:4]#N.[OH-:19].[Na+].Cl.[OH2:22]. (2) Given the product [CH3:1][C:2]1[C:10]2[C:6](=[CH:7][N:8]([CH2:38][O:37][CH2:36][CH2:35][Si:34]([CH3:41])([CH3:40])[CH3:33])[N:9]=2)[CH:5]=[C:4]([CH2:11][CH:12]=[CH:13][C:14]([O:16][CH2:17][CH3:18])=[O:15])[CH:3]=1, predict the reactants needed to synthesize it. The reactants are: [CH3:1][C:2]1[CH:3]=[C:4]([CH2:11][CH:12]=[CH:13][C:14]([O:16][CH2:17][CH3:18])=[O:15])[CH:5]=[C:6]2[C:10]=1[NH:9][N:8]=[CH:7]2.C1(C(N)C2CCCCC2)CCCCC1.[CH3:33][Si:34]([CH3:41])([CH3:40])[CH2:35][CH2:36][O:37][CH2:38]Cl. (3) Given the product [CH3:21][C:4]1[CH:3]=[C:2]([B:25]2[O:26][C:27]([CH3:29])([CH3:28])[C:23]([CH3:39])([CH3:22])[O:24]2)[CH:20]=[CH:19][C:5]=1[C:6]([NH:8][C:9]1[CH:14]=[C:13]([C:15]([F:18])([F:17])[F:16])[CH:12]=[CH:11][N:10]=1)=[O:7], predict the reactants needed to synthesize it. The reactants are: Br[C:2]1[CH:20]=[CH:19][C:5]([C:6]([NH:8][C:9]2[CH:14]=[C:13]([C:15]([F:18])([F:17])[F:16])[CH:12]=[CH:11][N:10]=2)=[O:7])=[C:4]([CH3:21])[CH:3]=1.[CH3:22][C:23]1([CH3:39])[C:27]([CH3:29])([CH3:28])[O:26][B:25]([B:25]2[O:26][C:27]([CH3:29])([CH3:28])[C:23]([CH3:39])([CH3:22])[O:24]2)[O:24]1.CC([O-])=O.[K+]. (4) Given the product [Cl:1][C:2]1[NH:6][N:5]=[C:4]([C:13]([F:16])([F:15])[F:14])[CH:3]=1, predict the reactants needed to synthesize it. The reactants are: [Cl:1][C:2]1[N:6](S(N(C)C)(=O)=O)[N:5]=[C:4]([C:13]([F:16])([F:15])[F:14])[CH:3]=1.FC(F)(F)C(O)=O. (5) Given the product [CH3:1][O:2][C:3]([C:5]1([F:26])[CH2:11][CH2:10][NH:9][C:8]2[CH:22]=[CH:23][CH:24]=[CH:25][C:7]=2[CH2:6]1)=[O:4], predict the reactants needed to synthesize it. The reactants are: [CH3:1][O:2][C:3]([C:5]1([F:26])[CH2:11][CH2:10][N:9](S(C2C=CC(C)=CC=2)(=O)=O)[C:8]2[CH:22]=[CH:23][CH:24]=[CH:25][C:7]=2[CH2:6]1)=[O:4].COC(C1(C)CCN(S(C2C=CC(C)=CC=2)(=O)=O)C2C=CC=CC=2C1)=O. (6) The reactants are: [CH:1]1([C:4]2[CH:9]=[CH:8][C:7]([C:10]([F:15])([F:14])[C:11]([OH:13])=O)=[CH:6][CH:5]=2)[CH2:3][CH2:2]1.P(Cl)(Cl)(Cl)=O.Cl.[NH2:22][CH2:23][C:24]1[CH:25]=[C:26]2[C:30](=[CH:31][CH:32]=1)[C:29](=[O:33])[N:28]([CH:34]1[CH2:39][CH2:38][C:37](=[O:40])[NH:36][C:35]1=[O:41])[CH2:27]2.C(=O)(O)[O-].[Na+]. Given the product [CH:1]1([C:4]2[CH:5]=[CH:6][C:7]([C:10]([F:15])([F:14])[C:11]([NH:22][CH2:23][C:24]3[CH:25]=[C:26]4[C:30](=[CH:31][CH:32]=3)[C:29](=[O:33])[N:28]([CH:34]3[CH2:39][CH2:38][C:37](=[O:40])[NH:36][C:35]3=[O:41])[CH2:27]4)=[O:13])=[CH:8][CH:9]=2)[CH2:2][CH2:3]1, predict the reactants needed to synthesize it.